This data is from Reaction yield outcomes from USPTO patents with 853,638 reactions. The task is: Predict the reaction yield, written as a fraction of the theoretical maximum amount of product (1.0 means a 100% yield; for example, 0.34 means a 34% yield). (1) The reactants are [Br:1][C:2]1[S:6][C:5]([C:7]([OH:9])=O)=[CH:4][CH:3]=1.O.O[N:12]1C2C=CC=CC=2N=N1.C(N=C=NCCCN(C)C)C.N. The catalyst is CN(C=O)C. The product is [Br:1][C:2]1[S:6][C:5]([C:7]([NH2:12])=[O:9])=[CH:4][CH:3]=1. The yield is 0.840. (2) The reactants are [CH3:1][S:2]([C:5]1[CH:6]=[CH:7][C:8]2[C:9]3[N:30]=[CH:29][C:28](C4N(C)N=NC=4C)=[CH:27][C:10]=3[N:11]([C@@H:14]([CH:21]3[CH2:26][CH2:25][O:24][CH2:23][CH2:22]3)[C:15]3[CH:20]=[CH:19][CH:18]=[CH:17][CH:16]=3)[C:12]=2[CH:13]=1)(=[O:4])=[O:3].[Br:38]C1C=NC2C3C=CC(S(C)(=O)=O)=CC=3NC=2C=1. No catalyst specified. The product is [Br:38][C:28]1[CH:29]=[N:30][C:9]2[C:8]3[CH:7]=[CH:6][C:5]([S:2]([CH3:1])(=[O:4])=[O:3])=[CH:13][C:12]=3[N:11]([C@@H:14]([CH:21]3[CH2:26][CH2:25][O:24][CH2:23][CH2:22]3)[C:15]3[CH:20]=[CH:19][CH:18]=[CH:17][CH:16]=3)[C:10]=2[CH:27]=1. The yield is 0.500. (3) The reactants are [CH3:1][O:2][C:3]([C@@H:5]([N:13]1[CH2:21][C:17]2[CH:18]=[CH:19][S:20][C:16]=2[CH2:15][CH2:14]1)[C:6]1[CH:7]=[CH:8][CH:9]=[CH:10][C:11]=1[Cl:12])=[O:4].[S:22](=[O:26])(=[O:25])([OH:24])[OH:23]. The catalyst is C(OC)(C)(C)C. The product is [CH3:1][O:2][C:3]([C@@H:5]([N:13]1[CH2:21][C:17]2[CH:18]=[CH:19][S:20][C:16]=2[CH2:15][CH2:14]1)[C:6]1[C:11]([Cl:12])=[CH:10][CH:9]=[CH:8][CH:7]=1)=[O:4].[OH:25][S:22]([OH:26])(=[O:24])=[O:23]. The yield is 0.520.